This data is from Catalyst prediction with 721,799 reactions and 888 catalyst types from USPTO. The task is: Predict which catalyst facilitates the given reaction. (1) Reactant: [Br:1][C:2]1[C:11]2[C:6](=[CH:7][C:8]([C:12]3[O:13][C:14]4[CH:25]=[CH:24][CH:23]=[CH:22][C:15]=4[C:16]=3[CH2:17][CH2:18][CH2:19][CH2:20][CH3:21])=[CH:9][CH:10]=2)[CH:5]=[CH:4][C:3]=1[OH:26].C(=O)([O-])[O-].[Cs+].[Cs+].Br[CH2:34][C:35]([O:37][CH2:38][CH3:39])=[O:36]. The catalyst class is: 21. Product: [CH2:38]([O:37][C:35](=[O:36])[CH2:34][O:26][C:3]1[CH:4]=[CH:5][C:6]2[C:11](=[CH:10][CH:9]=[C:8]([C:12]3[O:13][C:14]4[CH:25]=[CH:24][CH:23]=[CH:22][C:15]=4[C:16]=3[CH2:17][CH2:18][CH2:19][CH2:20][CH3:21])[CH:7]=2)[C:2]=1[Br:1])[CH3:39]. (2) Reactant: [OH-].[Na+].C([O:5][C:6](=[O:22])[CH2:7][C:8]([NH:10][C:11]1[O:15][N:14]=[C:13]([C:16]2[CH:21]=[CH:20][CH:19]=[CH:18][CH:17]=2)[CH:12]=1)=[O:9])C. Product: [C:16]1([C:13]2[CH:12]=[C:11]([NH:10][C:8](=[O:9])[CH2:7][C:6]([OH:22])=[O:5])[O:15][N:14]=2)[CH:17]=[CH:18][CH:19]=[CH:20][CH:21]=1. The catalyst class is: 20. (3) Reactant: [Br:1]Br.[Cl:3][C:4]1[S:8][C:7]([C:9]([OH:11])=[O:10])=[CH:6][CH:5]=1. Product: [Br:1][C:5]1[CH:6]=[C:7]([C:9]([OH:11])=[O:10])[S:8][C:4]=1[Cl:3]. The catalyst class is: 52. (4) Reactant: [N:1]([C:4]1[CH:9]=[CH:8][CH:7]=[C:6]([N+:10]([O-])=O)[CH:5]=1)=[C:2]=[O:3].[NH:13]1[CH2:17][CH2:16][CH2:15][CH2:14]1. Product: [NH2:10][C:6]1[CH:5]=[C:4]([NH:1][C:2]([N:13]2[CH2:17][CH:16]=[CH:15][CH2:14]2)=[O:3])[CH:9]=[CH:8][CH:7]=1. The catalyst class is: 2. (5) Product: [CH:21]1([C:18]2[CH:19]=[CH:20][C:11]([NH:10][C:6]3[CH:5]=[C:4]4[C:9](=[CH:8][CH:7]=3)[N:1]([C:25]3[CH:30]=[CH:29][C:28]([O:31][CH3:32])=[CH:27][CH:26]=3)[CH:2]=[CH:3]4)=[C:12]([CH:17]=2)[C:13]([O:15][CH3:16])=[O:14])[CH2:23][CH2:22]1. The catalyst class is: 509. Reactant: [NH:1]1[C:9]2[C:4](=[CH:5][C:6]([NH:10][C:11]3[CH:20]=[CH:19][C:18]([CH:21]4[CH2:23][CH2:22]4)=[CH:17][C:12]=3[C:13]([O:15][CH3:16])=[O:14])=[CH:7][CH:8]=2)[CH:3]=[CH:2]1.I[C:25]1[CH:30]=[CH:29][C:28]([O:31][CH3:32])=[CH:27][CH:26]=1.P([O-])([O-])([O-])=O.[K+].[K+].[K+].CN[C@@H]1CCCC[C@H]1NC. (6) Reactant: [CH3:1][C@H:2]1[CH2:7][C@@H:6]([OH:8])[C@H:5]([CH:9]([CH3:11])[CH3:10])[CH2:4][CH2:3]1. Product: [CH:2]1([CH3:1])[CH2:3][CH2:4][CH:5]([CH:9]([CH3:10])[CH3:11])[CH:6]([OH:8])[CH2:7]1. The catalyst class is: 8.